From a dataset of Full USPTO retrosynthesis dataset with 1.9M reactions from patents (1976-2016). Predict the reactants needed to synthesize the given product. (1) Given the product [F:30][C:2]([F:1])([CH2:3][N:4]1[C:8]([C:9]2[CH:10]=[CH:11][C:12]([F:15])=[CH:13][CH:14]=2)=[C:7]([C:16]2[CH:17]=[CH:18][C:19]3[O:24][CH2:23][C:22](=[O:25])[NH:21][C:20]=3[CH:26]=2)[C:6]([CH3:27])=[N:5]1)[CH2:28][O:29][C:31]([C:32]1[CH:40]=[CH:39][CH:38]=[CH:37][C:33]=1[C:34]([OH:36])=[O:35])=[O:41], predict the reactants needed to synthesize it. The reactants are: [F:1][C:2]([F:30])([CH2:28][OH:29])[CH2:3][N:4]1[C:8]([C:9]2[CH:14]=[CH:13][C:12]([F:15])=[CH:11][CH:10]=2)=[C:7]([C:16]2[CH:17]=[CH:18][C:19]3[O:24][CH2:23][C:22](=[O:25])[NH:21][C:20]=3[CH:26]=2)[C:6]([CH3:27])=[N:5]1.[C:31]1(=[O:41])[O:36][C:34](=[O:35])[C:33]2=[CH:37][CH:38]=[CH:39][CH:40]=[C:32]12.Cl. (2) Given the product [CH3:18][O:20][P:21]([C:11]1[CH:10]=[CH:9][C:8]([C:6]([OH:5])=[O:7])=[CH:13][CH:12]=1)([C:24]1[CH:36]=[CH:35][CH:27]=[CH:26][CH:25]=1)=[O:22], predict the reactants needed to synthesize it. The reactants are: C([O:5][C:6]([C:8]1[CH:13]=[CH:12][C:11](CP(=O)O)=[CH:10][CH:9]=1)=[O:7])(C)(C)C.[CH2:18]([O:20][P:21]([C:24]1[CH:36]=[CH:35][C:27](C(OC(C)(C)C)=O)=[CH:26][CH:25]=1)(C)=[O:22])C.[OH-].[K+].Cl. (3) The reactants are: [CH2:1]([O:3][C:4]([C:6]1[CH:7]=[C:8]2[N:13]([C:14]=1[C:15]1[CH:16]=[N:17][C:18]([O:21][CH3:22])=[CH:19][CH:20]=1)[CH:12]=[CH:11][C:10]([CH2:23][N:24]=[N+:25]=[N-:26])=[CH:9]2)=[O:5])[CH3:2].[F:27][C:28]([F:36])([F:35])[C:29]([OH:34])([CH2:32][CH3:33])[C:30]#[CH:31]. Given the product [CH2:1]([O:3][C:4]([C:6]1[CH:7]=[C:8]2[N:13]([C:14]=1[C:15]1[CH:16]=[N:17][C:18]([O:21][CH3:22])=[CH:19][CH:20]=1)[CH:12]=[CH:11][C:10]([CH2:23][N:24]1[CH:31]=[C:30]([C:29]([OH:34])([C:28]([F:36])([F:35])[F:27])[CH2:32][CH3:33])[N:26]=[N:25]1)=[CH:9]2)=[O:5])[CH3:2], predict the reactants needed to synthesize it. (4) The reactants are: [CH2:1]([O:3][C:4](=[O:23])[C:5]1[CH:10]=[CH:9][C:8]([N:11]2[C:19]3[C:14](=[CH:15][C:16]([OH:20])=[CH:17][CH:18]=3)[C:13]([C:21]#[N:22])=[CH:12]2)=[CH:7][CH:6]=1)[CH3:2].[S:24]1[CH:28]=[CH:27][CH:26]=[C:25]1[CH2:29]O.C1(P(C2C=CC=CC=2)C2C=CC=CC=2)C=CC=CC=1.C(N=C=NC(C)C)(C)C. Given the product [CH2:1]([O:3][C:4](=[O:23])[C:5]1[CH:6]=[CH:7][C:8]([N:11]2[C:19]3[C:14](=[CH:15][C:16]([O:20][CH2:29][C:25]4[S:24][CH:28]=[CH:27][CH:26]=4)=[CH:17][CH:18]=3)[C:13]([C:21]#[N:22])=[CH:12]2)=[CH:9][CH:10]=1)[CH3:2], predict the reactants needed to synthesize it.